This data is from Experimentally validated miRNA-target interactions with 360,000+ pairs, plus equal number of negative samples. The task is: Binary Classification. Given a miRNA mature sequence and a target amino acid sequence, predict their likelihood of interaction. (1) Result: 1 (interaction). The miRNA is hsa-miR-215-5p with sequence AUGACCUAUGAAUUGACAGAC. The protein sequence of the target gene is MGPLTFRDVAIEFSLKEWQCLDTAQRNLYRNVMLENYRNLVFLGITVSKPDLITCLEQGKEAWSMKRHEIMVAKPTVMCSHFAQDLWPEQNIKDSFQKVTLKRYGKCRHENLPLRKGCESMDECKMHKGGCNGLNQCLTATQSKIFQCDKYVKVAHKFSNSNRHEIRHTKKKPFKCTKCGKSFGMISCLTEHSRIHTRVNFYKCEECGKAFNWSSTLTKHKRIHTGEKPYKCEECGKAFNQSSNLIKHKKIHTGEKPYKCEECGKTFNRFSTLTTHKIIHTGEKPYKCKECGKAFNRSST.... (2) The miRNA is hsa-miR-506-5p with sequence UAUUCAGGAAGGUGUUACUUAA. The protein sequence of the target gene is MALPRCMWPNYVWRAMMACVVHRGSGAPLTLCLLGCLLQTFHVLSQKLDDVDPLVTTNFGKIRGIKKELNNEILGPVIQFLGVPYAAPPTGEHRFQPPEPPSPWSDIRNATQFAPVCPQNIIDGRLPEVMLPVWFTNNLDVVSSYVQDQSEDCLYLNIYVPTEDGPLTKKHTDDLGDNDGAEDEDIRDSGGPKPVMVYIHGGSYMEGTGNLYDGSVLASYGNVIVITVNYRLGVLGFLSTGDQAAKGNYGLLDLIQALRWTSENIGFFGGDPLRITVFGSGAGGSCVNLLTLSHYSEGNR.... Result: 0 (no interaction). (3) The miRNA is hsa-miR-4636 with sequence AACUCGUGUUCAAAGCCUUUAG. The protein sequence of the target gene is MTGFWVLCFVLFPSSLSYPESWMPLVNLTHHILRDTNSSLFSNCWVCLSTQTQRSLAVPAPLSIWTDTPMKLHLTYSVRPFSGSFSISDIERRLRLFRPLTASYSFHNPDRRAIAFLQLVSSTGIFRIITRITSVIYPHKDRFFESAQRPLWGPLFTETVLRSQAPLCISRFFKVSAYATFVGNLSASLCNYTMHISPSTSHENLDLSTTHTFKQAMKRPDAKWKNPLRFSGPPSLIFSKPAYYPCPTDIKHCHTSPATPWMHCPQAPFGTCYNLTLFEPDNSTHPVTMSVNPTHFKVKL.... Result: 0 (no interaction). (4) The miRNA is rno-miR-125a-5p with sequence UCCCUGAGACCCUUUAACCUGUGA. The protein sequence of the target gene is MAAQVTLEDALSNVDLLEELPLPDQQPCIEPPPSSLLYQPNFNTNFEDRNAFVTGIARYIEQATVHSSMNEMLEEGQEYAVMLYTWRSCSRAIPQVKCNEQPNRVEIYEKTVEVLEPEVTKLMNFMYFQRNAIERFCGEVRRLCHAERRKDFVSEAYLITLGKFINMFAVLDELKNMKCSVKNDHSAYKRAAQFLRKMADPQSIQESQNLSMFLANHNKITQSLQQQLEVISGYEELLADIVNLCVDYYENRMYLTPSEKHMLLKVMGFGLYLMDGSVSNIYKLDAKKRINLSKIDKYFK.... Result: 0 (no interaction). (5) The miRNA is hsa-miR-4752 with sequence UUGUGGAUCUCAAGGAUGUGCU. The protein sequence of the target gene is MESPFSPVLPHGPDEDWESTLFAELGYFTDTDDVHFDAAHEAYENNFDHLNFDLDLMPWESDLWSPGSHFCSDMKAEPQPLSPASSSCSISSPRSTDSCSSTQHVPEELDLLSSSQSPLSLYGDSCNSPSSVEPLKEEKPVTGPGNKTEHGLTPKKKIQMSSKPSVQPKPLLLPAAPKTQTNASVPAKAIIIQTLPALMPLAKQQSIISIQPAPTKGQTVLLSQPTVVQLQSPAVLSSAQPVLAVTGGAAQLPNHVVNVLPAPVVSSPVNGKLSVTKPVLQSATRSMGSDIAVLRRQQRM.... Result: 0 (no interaction). (6) Result: 0 (no interaction). The protein sequence of the target gene is MMKFRFRRQGADPQREKLKQELFAFHKTVEHGFPNQPSALAFDPELRIMAIGTRSGAVKIYGAPGVEFTGLHRDAATVTQMHFLPGQGRLLTLLDDSSLHLWEIIHHNGCAHLEEGLSFHPPSRPSFDNASFPASLTRVTVVLLVAGNTAALGTESGSIFFLDVATLALLEGQTLSPDVVLRSVPDDYRCGKALGPVESLQGHLQDPSKILIGYSRGLLVIWSQATQSVDNVFLGNQQLESLCWGRDGSSIISSHSDGSYAIWSTDTGSPPTLQPTVVTTPYGPFPCKAINKILWRSCES.... The miRNA is hsa-miR-4507 with sequence CUGGGUUGGGCUGGGCUGGG. (7) The miRNA is hsa-miR-1290 with sequence UGGAUUUUUGGAUCAGGGA. The protein sequence of the target gene is MKHNGSRTCLNRRSRFGSRERDWLREDVKRGCVYLYGADTTTATTTTSSSSSSSSSSDLHLVLCTVETPASEICAGEGRESLYLQLHGDLVRRLEPSERPLQIVYDYLSRLGFEDPVRIQEEATNPDLSCMIRFYGEKPCQMDHLDRILLSGIYNVRKGKTQLHKWAERLVVLCGTCLIVSSVKDCQTGKMHILPLVGGKIEEVKRRQHSLAFSSAGAQAQTYHVSFETLAEYQRWQRQASKVVSQRMSTVDLSCYSLEEVPEHLFYSQDITYLNLRHNFMQLERPGGLDTLHKFSQLKG.... Result: 0 (no interaction).